From a dataset of Reaction yield outcomes from USPTO patents with 853,638 reactions. Predict the reaction yield, written as a fraction of the theoretical maximum amount of product (1.0 means a 100% yield; for example, 0.34 means a 34% yield). (1) The reactants are [C:1]1(=[O:11])[NH:5][C:4](=[O:6])[C:3]2=[CH:7][CH:8]=[CH:9][CH:10]=[C:2]12.[CH:12]([C:14]([CH3:16])=[O:15])=[CH2:13].C(OCC)(=O)C. The catalyst is CO. The product is [O:15]=[C:14]([CH3:16])[CH2:12][CH2:13][N:5]1[C:1](=[O:11])[C:2]2[C:3](=[CH:7][CH:8]=[CH:9][CH:10]=2)[C:4]1=[O:6]. The yield is 0.860. (2) The reactants are C(N(CC)C(C)C)(C)C.[CH3:10][S:11](Cl)(=[O:13])=[O:12].[Cl:15][C:16]1[CH:17]=[C:18]([NH:30][C:31]2[C:40]3[C:35](=[CH:36][CH:37]=[C:38]([O:41][CH2:42][CH:43]4[CH2:47][CH2:46][NH:45][CH2:44]4)[CH:39]=3)[N:34]=[CH:33][N:32]=2)[CH:19]=[CH:20][C:21]=1[O:22][CH2:23][C:24]1[CH:29]=[CH:28][CH:27]=[CH:26][N:25]=1. The catalyst is C(Cl)Cl. The product is [Cl:15][C:16]1[CH:17]=[C:18]([NH:30][C:31]2[C:40]3[C:35](=[CH:36][CH:37]=[C:38]([O:41][CH2:42][CH:43]4[CH2:47][CH2:46][N:45]([S:11]([CH3:10])(=[O:13])=[O:12])[CH2:44]4)[CH:39]=3)[N:34]=[CH:33][N:32]=2)[CH:19]=[CH:20][C:21]=1[O:22][CH2:23][C:24]1[CH:29]=[CH:28][CH:27]=[CH:26][N:25]=1. The yield is 0.440.